This data is from Experimentally validated miRNA-target interactions with 360,000+ pairs, plus equal number of negative samples. The task is: Binary Classification. Given a miRNA mature sequence and a target amino acid sequence, predict their likelihood of interaction. (1) The miRNA is hsa-miR-4793-3p with sequence UCUGCACUGUGAGUUGGCUGGCU. Result: 0 (no interaction). The protein sequence of the target gene is MRLAKPKAGISRSSSQGKAYENKRKTGRQRQKWGMTIRFDSSFSRLRRSLDDKPYKCTECEKSFSQSSTLFQHQKIHTGKKSHKCADCGKSFFQSSNLIQHRRIHTGEKPYKCDECGESFKQSSNLIQHQRIHTGEKPYQCDECGRCFSQSSHLIQHQRTHTGEKPYQCSECGKCFSQSSHLRQHMKVHKEEKPRKTRGKNIRVKTHLPSWKAGTGRKSVAGLR. (2) Result: 0 (no interaction). The protein sequence of the target gene is METVHSTFLLLLFVPLTQQAPQSQLDSHVNYEYATGNSEETKFSQDYEDKYLDGKSIKEKETMIIPDEKSLQLQKDEVIPSLPTKKENDEMPTCLLCVCLSGSVYCEEVDIDAVPPLPKESAYLYARFNKIKKLTAKDFADMPNLRRLDFTGNLIEDIEDGTFSKLSLLEELTLAENQLLRLPVLPPKLTLLNAKHNKIKSKGIKANTFKKLNKLSFLYLDHNDLESVPPNLPESLRVIHLQFNSISSLTDDTFCKANDTRYIRERIEEIRLEGNPIALGKHPNSFICLKRLPIGSYF. The miRNA is mmu-miR-1193-3p with sequence UAGGUCACCCGUUUUACUAUC. (3) The miRNA is mmu-miR-331-5p with sequence CUAGGUAUGGUCCCAGGGAUCC. The protein sequence of the target gene is MEPAPARSPRPQQDPARPQEPTMPPPETPSEGRQPSPSPSPTERAPASEEEFQFLRCQQCQAEAKCPKLLPCLHTLCSGCLEASGMQCPICQAPWPLGADTPALDNVFFESLQRRLSVYRQIVDAQAVCTRCKESADFWCFECEQLLCAKCFEAHQWFLKHEARPLAELRNQSVREFLDGTRKTNNIFCSNPNHRTPTLTSIYCRGCSKPLCCSCALLDSSHSELKCDISAEIQQRQEELDAMTQALQEQDSAFGAVHAQMHAAVGQLGRARAETEELIRERVRQVVAHVRAQERELLEA.... Result: 0 (no interaction). (4) The miRNA is hsa-miR-1295a with sequence UUAGGCCGCAGAUCUGGGUGA. The protein sequence of the target gene is MASPPSSGQPRPPPPPPPPARLLLPLLLSLLLSLAPGAWGWARGAPRPPPSSPPLSIMGLMPLTKEVAKGSIGRGVLPAVELAIEQIRNESLLRPYFLDLRLYDTECDNAKGLKAFYDAIKYGPNHLMVFGGVCPSVTSIIAESLQGWNLVQLSFAATTPVLADKKKYPYFFRTVPSDNAVNPAILKLLKHFRWRRVGTLTQDVQRFSEVRNDLTGVLYGEDIEISDTESFSNDPCTSVKKLKGNDVRIILGQFDQNMAAKVFCCAFEESMFGSKYQWIIPGWYEPAWWEQVHVEANSSR.... Result: 0 (no interaction). (5) The miRNA is rno-miR-193a-3p with sequence AACUGGCCUACAAAGUCCCAGU. The protein sequence of the target gene is MAESDWDTVTVLRKKGPTAAQAKSKQAILAAQRRGEDVETSKKWAAGQNKQHSITKNTAKLDRETEELHHDRVTLEVGKVIQQGRQSKGLTQKDLATKINEKPQVIADYESGRAIPNNQVLGKIERAIGLKLRGKDIGKPIEKGPRAK. Result: 0 (no interaction).